This data is from Full USPTO retrosynthesis dataset with 1.9M reactions from patents (1976-2016). The task is: Predict the reactants needed to synthesize the given product. (1) Given the product [Cl:15][C:16]1[CH:22]=[C:21]([Cl:23])[C:20]([O:24][CH3:25])=[CH:19][C:17]=1[NH:18][C:2]1[C:11]2[C:6](=[CH:7][C:8]([F:12])=[CH:9][CH:10]=2)[N:5]=[CH:4][C:3]=1[C:13]#[N:14], predict the reactants needed to synthesize it. The reactants are: Cl[C:2]1[C:11]2[C:6](=[CH:7][C:8]([F:12])=[CH:9][CH:10]=2)[N:5]=[CH:4][C:3]=1[C:13]#[N:14].[Cl:15][C:16]1[CH:22]=[C:21]([Cl:23])[C:20]([O:24][CH3:25])=[CH:19][C:17]=1[NH2:18].Cl.N1C=CC=CC=1. (2) Given the product [F:1][C:2]1[CH:3]=[C:4]([CH:15]=[CH:16][C:17]=1[F:18])[C:5]([N:7]([C@@H:8]([CH:11]([CH3:13])[CH3:12])[CH2:9][N:25]1[CH2:26][CH:23]([CH2:22][O:21][CH3:20])[CH2:24]1)[CH3:14])=[O:6], predict the reactants needed to synthesize it. The reactants are: [F:1][C:2]1[CH:3]=[C:4]([CH:15]=[CH:16][C:17]=1[F:18])[C:5]([N:7]([CH3:14])[C@@H:8]([CH:11]([CH3:13])[CH3:12])[CH:9]=O)=[O:6].Cl.[CH3:20][O:21][CH2:22][CH:23]1[CH2:26][NH:25][CH2:24]1.[B-]C#N.[Na+]. (3) Given the product [NH3:1].[CH3:22][OH:23].[ClH:37].[ClH:37].[N:24]1[C:29]2[O:30][CH2:31][CH2:32][O:33][C:28]=2[CH:27]=[C:26]([CH2:34][NH:1][CH:2]2[CH2:7][CH2:6][N:5]([CH2:8][CH:9]3[CH2:18][CH2:17][C:16]4[C:11]5=[C:12]([CH:20]=[CH:21][C:22](=[O:23])[N:10]35)[CH:13]=[CH:14][C:15]=4[F:19])[CH2:4][CH2:3]2)[N:25]=1, predict the reactants needed to synthesize it. The reactants are: [NH2:1][CH:2]1[CH2:7][CH2:6][N:5]([CH2:8][CH:9]2[CH2:18][CH2:17][C:16]3[C:11]4=[C:12]([CH:20]=[CH:21][C:22](=[O:23])[N:10]24)[CH:13]=[CH:14][C:15]=3[F:19])[CH2:4][CH2:3]1.[N:24]1[C:29]2[O:30][CH2:31][CH2:32][O:33][C:28]=2[CH:27]=[C:26]([CH:34]=O)[N:25]=1.C(Cl)(Cl)[Cl:37]. (4) Given the product [ClH:32].[C:30]([C:27]1[N:26]=[CH:25][C:24]([N:5]2[C:6](=[O:23])[CH:7]=[C:8]([O:9][CH:10]3[CH2:15][CH2:14][NH:13][CH2:12][CH2:11]3)[C:3]([C:1]#[N:2])=[N:4]2)=[CH:29][CH:28]=1)#[N:31], predict the reactants needed to synthesize it. The reactants are: [C:1]([C:3]1[C:8]([O:9][CH:10]2[CH2:15][CH2:14][N:13](C(OC(C)(C)C)=O)[CH2:12][CH2:11]2)=[CH:7][C:6](=[O:23])[N:5]([C:24]2[CH:25]=[N:26][C:27]([C:30]#[N:31])=[CH:28][CH:29]=2)[N:4]=1)#[N:2].[ClH:32].O1CCOCC1.CCOCC.